Dataset: Full USPTO retrosynthesis dataset with 1.9M reactions from patents (1976-2016). Task: Predict the reactants needed to synthesize the given product. (1) Given the product [Cl:1][C:2]1[N:7]=[CH:6][C:5]([C:8](=[O:9])[CH2:15][CH2:14][C:13]([O:17][CH3:18])=[O:16])=[CH:4][CH:3]=1, predict the reactants needed to synthesize it. The reactants are: [Cl:1][C:2]1[N:7]=[CH:6][C:5]([CH:8]=[O:9])=[CH:4][CH:3]=1.[C-]#N.[Na+].[C:13]([O:17][CH3:18])(=[O:16])[CH:14]=[CH2:15].O. (2) Given the product [Cl:39][C:36]1[CH:37]=[CH:38][C:33]([C@@:13]23[O:32][C@@:10]([CH2:51][OH:52])([CH2:11][O:12]2)[C@@H:9]([OH:8])[C@H:15]([OH:16])[C@H:14]3[OH:24])=[CH:34][C:35]=1[CH2:40][C:41]1[CH:46]=[CH:45][C:44]([O:47][CH3:48])=[C:43]([F:49])[C:42]=1[F:50], predict the reactants needed to synthesize it. The reactants are: C([O:8][C@H:9]1[C@H:15]([O:16]CC2C=CC=CC=2)[C@@H:14]([O:24]CC2C=CC=CC=2)[C@:13]2([C:33]3[CH:38]=[CH:37][C:36]([Cl:39])=[C:35]([CH2:40][C:41]4[CH:46]=[CH:45][C:44]([O:47][CH3:48])=[C:43]([F:49])[C:42]=4[F:50])[CH:34]=3)[O:32][C@@:10]1([CH2:51][OH:52])[CH2:11][O:12]2)C1C=CC=CC=1.ClC1C=CC=CC=1Cl. (3) Given the product [Br:1][C:2]1[C:14]([CH:17]2[CH2:19][CH2:18]2)=[CH:13][C:5]([C:6]([NH:8][S:9]([CH3:12])(=[O:11])=[O:10])=[O:7])=[C:4]([F:16])[CH:3]=1, predict the reactants needed to synthesize it. The reactants are: [Br:1][C:2]1[C:14](I)=[CH:13][C:5]([C:6]([NH:8][S:9]([CH3:12])(=[O:11])=[O:10])=[O:7])=[C:4]([F:16])[CH:3]=1.[CH:17]1(B(O)O)[CH2:19][CH2:18]1.C([O-])([O-])=O.[Na+].[Na+]. (4) Given the product [Cl:39][C:23]1[C:22]([C:20]([NH:19][NH2:18])=[O:21])=[C:31]([C:32]2[CH:33]=[CH:34][CH:35]=[CH:36][CH:37]=2)[C:30]2[CH2:29][CH:28]([CH3:38])[CH2:27][CH2:26][C:25]=2[N:24]=1, predict the reactants needed to synthesize it. The reactants are: C1C2C(COC([NH:18][NH:19][C:20]([C:22]3[C:23]([Cl:39])=[N:24][C:25]4[CH2:26][CH2:27][CH:28]([CH3:38])[CH2:29][C:30]=4[C:31]=3[C:32]3[CH:37]=[CH:36][CH:35]=[CH:34][CH:33]=3)=[O:21])=O)C3C(=CC=CC=3)C=2C=CC=1.N1CCCCC1.O. (5) Given the product [CH3:1][CH2:2][O:3][CH2:4][CH2:5][O:6][CH2:7][CH2:8][OH:9].[CH:11]1[C:12]([C@H:4]2[CH2:5][O:6][C:7]3[CH:8]=[C:18]([OH:19])[CH:16]=[CH:14][C:12]=3[CH2:11]2)=[CH:14][CH:16]=[C:18]([OH:19])[CH:20]=1, predict the reactants needed to synthesize it. The reactants are: [CH3:1][CH2:2][O:3][CH2:4][CH2:5][O:6][CH2:7][CH2:8][OH:9].O=[C:11]1O[C@H:16]([C@H:18]([CH2:20]O)[OH:19])[C:14](O)=[C:12]1O. (6) Given the product [CH3:28][S:25]([C:22]([C:14]1[CH:15]=[C:16]2[C:21](=[C:12]([C:8]3[CH:7]=[C:6]([CH2:5][CH:4]([C:29]4[CH:34]=[CH:33][C:32]([S:35][CH3:36])=[CH:31][CH:30]=4)[CH:3]=[O:2])[CH:11]=[CH:10][CH:9]=3)[CH:13]=1)[N:20]=[CH:19][CH:18]=[CH:17]2)([CH3:24])[CH3:23])(=[O:26])=[O:27], predict the reactants needed to synthesize it. The reactants are: C[O:2][C:3](=O)[CH:4]([C:29]1[CH:34]=[CH:33][C:32]([S:35][CH3:36])=[CH:31][CH:30]=1)[CH2:5][C:6]1[CH:11]=[CH:10][CH:9]=[C:8]([C:12]2[CH:13]=[C:14]([C:22]([S:25]([CH3:28])(=[O:27])=[O:26])([CH3:24])[CH3:23])[CH:15]=[C:16]3[C:21]=2[N:20]=[CH:19][CH:18]=[CH:17]3)[CH:7]=1.CC(C[Al]CC(C)C)C. (7) Given the product [C:13]([C@@:10]1([CH:15]2[CH2:17][CH2:16]2)[CH2:11][CH2:12][N:8]([C:6]2[CH:5]=[CH:4][N:3]=[C:2]([NH:1][C:20]3[N:25]=[CH:24][C:23]([C:26]4([C:32]([NH:34][CH3:35])=[O:33])[CH2:31][CH2:30][O:29][CH2:28][CH2:27]4)=[CH:22][CH:21]=3)[CH:7]=2)[C:9]1=[O:18])#[N:14], predict the reactants needed to synthesize it. The reactants are: [NH2:1][C:2]1[CH:7]=[C:6]([N:8]2[CH2:12][CH2:11][C@:10]([CH:15]3[CH2:17][CH2:16]3)([C:13]#[N:14])[C:9]2=[O:18])[CH:5]=[CH:4][N:3]=1.Cl[C:20]1[N:25]=[CH:24][C:23]([C:26]2([C:32]([NH:34][CH3:35])=[O:33])[CH2:31][CH2:30][O:29][CH2:28][CH2:27]2)=[CH:22][CH:21]=1.C(=O)([O-])[O-].[K+].[K+].C1(P(C2CCCCC2)C2C(OC)=CC=C(OC)C=2C2C(C(C)C)=CC(C(C)C)=CC=2C(C)C)CCCCC1.C(=O)([O-])O.[Na+].